Dataset: Reaction yield outcomes from USPTO patents with 853,638 reactions. Task: Predict the reaction yield, written as a fraction of the theoretical maximum amount of product (1.0 means a 100% yield; for example, 0.34 means a 34% yield). (1) The reactants are C(NC(C)C)(C)C.[Li]CCCC.CN(C)CCN(C)C.[CH3:21][C:22]1[CH:31]=[CH:30][C:29]2[CH2:28][CH2:27][CH2:26][CH2:25][C:24]=2[N:23]=1.[C:32](Cl)(=[O:36])[O:33][CH2:34][CH3:35].[Cl-].[NH4+]. The catalyst is O.C1COCC1. The product is [N:23]1[C:24]2[CH2:25][CH2:26][CH2:27][CH2:28][C:29]=2[CH:30]=[CH:31][C:22]=1[CH2:21][C:32]([O:33][CH2:34][CH3:35])=[O:36]. The yield is 0.290. (2) The product is [F:17][C:18]([F:27])([F:28])[C:19]1([C:21]2[CH:26]=[CH:25][CH:24]=[CH:23][CH:22]=2)[C:2]2[C:3](=[CH:6][C:7]([O:10][CH3:11])=[CH:8][CH:9]=2)[CH2:4][O:20]1. The yield is 0.203. The reactants are Br[C:2]1[CH:9]=[CH:8][C:7]([O:10][CH3:11])=[CH:6][C:3]=1[CH2:4]Cl.C([Li])CCC.[F:17][C:18]([F:28])([F:27])[C:19]([C:21]1[CH:26]=[CH:25][CH:24]=[CH:23][CH:22]=1)=[O:20]. The catalyst is CCCCCC.O1CCCC1. (3) The reactants are Cl[C:2]1[CH:7]=[C:6]([NH:8][C:9]2[CH:13]=[C:12]([CH:14]3[CH2:16][CH2:15]3)[NH:11][N:10]=2)[C:5]([N+:17]([O-:19])=[O:18])=[CH:4][N:3]=1.[F:20][C:21]1[CH:26]=[CH:25][C:24]([C@@H:27]([NH2:29])[CH3:28])=[CH:23][CH:22]=1.CCN(C(C)C)C(C)C. The catalyst is CCCCO. The product is [CH:14]1([C:12]2[NH:11][N:10]=[C:9]([NH:8][C:6]3[C:5]([N+:17]([O-:19])=[O:18])=[CH:4][N:3]=[C:2]([NH:29][C@H:27]([C:24]4[CH:25]=[CH:26][C:21]([F:20])=[CH:22][CH:23]=4)[CH3:28])[CH:7]=3)[CH:13]=2)[CH2:16][CH2:15]1. The yield is 0.820. (4) The reactants are O1[C:5]2([CH2:10][CH2:9][CH:8]([C:11]3[CH:16]=[CH:15][C:14]([OH:17])=[CH:13][C:12]=3[OH:18])[CH2:7][CH2:6]2)[O:4]CC1.O.C1(C)C=CC(S([O-])(=O)=O)=CC=1.[NH+]1C=CC=CC=1. The catalyst is CC(C)=O. The product is [OH:18][C:12]1[CH:13]=[C:14]([OH:17])[CH:15]=[CH:16][C:11]=1[CH:8]1[CH2:7][CH2:6][C:5](=[O:4])[CH2:10][CH2:9]1. The yield is 1.00. (5) The reactants are Br[C:2]1[CH:3]=[CH:4][C:5]2[O:9][CH:8]=[CH:7][C:6]=2[CH:10]=1.[NH:11]1[CH2:16][CH2:15][CH2:14][CH2:13][CH2:12]1.CC(C)([O-])C.[Na+]. The catalyst is C1(C)C=CC=CC=1.C1C=CC(P(C2C=CC=CC=2)[C-]2C=CC=C2)=CC=1.C1C=CC(P(C2C=CC=CC=2)[C-]2C=CC=C2)=CC=1.Cl[Pd]Cl.[Fe+2].C1C=CC(P(C2C=CC=CC=2)[C-]2C=CC=C2)=CC=1.C1C=CC(P(C2C=CC=CC=2)[C-]2C=CC=C2)=CC=1.[Fe+2]. The product is [O:9]1[C:5]2[CH:4]=[CH:3][C:2]([N:11]3[CH2:16][CH2:15][CH2:14][CH2:13][CH2:12]3)=[CH:10][C:6]=2[CH:7]=[CH:8]1. The yield is 0.270.